This data is from Reaction yield outcomes from USPTO patents with 853,638 reactions. The task is: Predict the reaction yield, written as a fraction of the theoretical maximum amount of product (1.0 means a 100% yield; for example, 0.34 means a 34% yield). (1) The reactants are [N+]([C:4]1[CH:11]=[CH:10][CH:9]=[C:8]([N+:12]([O-:14])=[O:13])[C:5]=1[C:6]#[N:7])([O-])=O.[CH3:15][C:16]1([CH3:32])[O:31][C@H:19]2[O:20][CH:21]([CH2:29][OH:30])[C@@H:22]3[O:26][C:25]([CH3:28])([CH3:27])[O:24][C@@H:23]3[C@@H:18]2[O:17]1. No catalyst specified. The product is [N+:12]([C:8]1[CH:9]=[CH:10][CH:11]=[C:4]([O:30][CH2:29][CH:21]2[O:20][C@@H:19]3[O:31][C:16]([CH3:32])([CH3:15])[O:17][C@H:18]3[C@H:23]3[O:24][C:25]([CH3:28])([CH3:27])[O:26][C@@H:22]23)[C:5]=1[C:6]#[N:7])([O-:14])=[O:13]. The yield is 0.590. (2) The yield is -1.00. The reactants are [NH2:1][C:2]1[CH:7]=[CH:6][CH:5]=[CH:4][C:3]=1[NH:8][C:9]1[C:10]([CH3:19])=[C:11]([CH:16]=[CH:17][CH:18]=1)[C:12]([O:14][CH3:15])=[O:13].N1([C:25](N2C=CN=C2)=[S:26])C=CN=C1.C(=O)(O)[O-].[Na+]. The catalyst is O1CCCC1. The product is [CH3:19][C:10]1[C:9]([N:8]2[C:3]3[CH:4]=[CH:5][CH:6]=[CH:7][C:2]=3[NH:1][C:25]2=[S:26])=[CH:18][CH:17]=[CH:16][C:11]=1[C:12]([O:14][CH3:15])=[O:13]. (3) The reactants are [SH:1][C:2]1[S:3][C:4]2[CH2:14][CH2:13][C:12]3[C:7](=[CH:8][CH:9]=[CH:10][C:11]=3[O:15][CH2:16][C:17]([O:19]CC)=[O:18])[C:5]=2[N:6]=1.Br[CH2:23][CH:24]=[CH:25][C:26]1[CH:31]=[CH:30][CH:29]=[CH:28][CH:27]=1. No catalyst specified. The product is [C:26]1([CH:25]=[CH:24][CH2:23][S:1][C:2]2[S:3][C:4]3[CH2:14][CH2:13][C:12]4[C:7](=[CH:8][CH:9]=[CH:10][C:11]=4[O:15][CH2:16][C:17]([OH:19])=[O:18])[C:5]=3[N:6]=2)[CH:31]=[CH:30][CH:29]=[CH:28][CH:27]=1. The yield is 0.560.